From a dataset of Forward reaction prediction with 1.9M reactions from USPTO patents (1976-2016). Predict the product of the given reaction. (1) Given the reactants [CH2:1]([CH:5]1[S:10][C:9]2[CH:11]=[CH:12][CH:13]=[CH:14][C:8]=2[N:7]([CH2:15][C:16]([OH:18])=O)[C:6]1=[O:19])[CH2:2][CH2:3][CH3:4].[NH2:20][C:21]1[CH:22]=[C:23]2[C:27](=[CH:28][CH:29]=1)[CH2:26][C:25]1([C:33](=[O:34])[NH:32][C:31](=[O:35])[NH:30]1)[CH2:24]2.CCN(C(C)C)C(C)C.CN(C(ON1N=NC2C=CC=NC1=2)=[N+](C)C)C.F[P-](F)(F)(F)(F)F, predict the reaction product. The product is: [CH2:1]([CH:5]1[S:10][C:9]2[CH:11]=[CH:12][CH:13]=[CH:14][C:8]=2[N:7]([CH2:15][C:16]([NH:20][C:21]2[CH:22]=[C:23]3[C:27](=[CH:28][CH:29]=2)[CH2:26][C:25]2([C:33](=[O:34])[NH:32][C:31](=[O:35])[NH:30]2)[CH2:24]3)=[O:18])[C:6]1=[O:19])[CH2:2][CH2:3][CH3:4]. (2) Given the reactants [C:1]([N:4]([CH2:22][C@@H:23]1[O:27][C:26](=[O:28])[N:25]([C:29]2[CH:34]=[CH:33][C:32]([CH:35]3[CH2:40][CH2:39][S:38](=[O:42])(=[O:41])[CH2:37][CH2:36]3)=[C:31]([F:43])[CH:30]=2)[CH2:24]1)[C:5]([O:7][CH2:8][O:9][C:10](=[O:21])[C@@H:11]([NH:13]C(OC(C)(C)C)=O)[CH3:12])=[O:6])(=[O:3])[CH3:2].C1(OC)C=CC=CC=1.[ClH:52], predict the reaction product. The product is: [ClH:52].[C:1]([N:4]([CH2:22][C@@H:23]1[O:27][C:26](=[O:28])[N:25]([C:29]2[CH:34]=[CH:33][C:32]([CH:35]3[CH2:40][CH2:39][S:38](=[O:41])(=[O:42])[CH2:37][CH2:36]3)=[C:31]([F:43])[CH:30]=2)[CH2:24]1)[C:5]([O:7][CH2:8][O:9][C:10](=[O:21])[C@@H:11]([NH2:13])[CH3:12])=[O:6])(=[O:3])[CH3:2]. (3) Given the reactants [O:1]1[C:5]2[CH:6]=[CH:7][C:8]([O:10][C:11]3[CH:17]=[CH:16][C:14](N)=[CH:13][CH:12]=3)=[CH:9][C:4]=2[O:3][CH2:2]1.OS(O)(=O)=O.N([O-])=O.[Na+].[I-:27].[Na+], predict the reaction product. The product is: [I:27][C:14]1[CH:16]=[CH:17][C:11]([O:10][C:8]2[CH:7]=[CH:6][C:5]3[O:1][CH2:2][O:3][C:4]=3[CH:9]=2)=[CH:12][CH:13]=1.